The task is: Regression. Given a peptide amino acid sequence and an MHC pseudo amino acid sequence, predict their binding affinity value. This is MHC class II binding data.. This data is from Peptide-MHC class II binding affinity with 134,281 pairs from IEDB. (1) The peptide sequence is VKLRRSSAAQVDGFY. The MHC is DRB4_0101 with pseudo-sequence DRB4_0103. The binding affinity (normalized) is 0.345. (2) The peptide sequence is GWIISNIFGAIPVLG. The MHC is DRB1_0901 with pseudo-sequence DRB1_0901. The binding affinity (normalized) is 0.993.